From a dataset of Catalyst prediction with 721,799 reactions and 888 catalyst types from USPTO. Predict which catalyst facilitates the given reaction. (1) Reactant: C(O[C:6]([NH:8][CH2:9][CH2:10][O:11][C:12]1[CH:17]=[CH:16][C:15]([CH2:18][C@H:19]([O:29][C:30]2[CH:35]=[CH:34][C:33]([CH:36]([CH3:38])[CH3:37])=[CH:32][CH:31]=2)[C:20]([O:22][CH2:23][CH2:24][Si:25]([CH3:28])([CH3:27])[CH3:26])=[O:21])=[CH:14][CH:13]=1)=[O:7])(C)(C)C.[N:39]1[CH:44]=[CH:43][CH:42]=[CH:41][C:40]=1[C:45]1[CH:53]=[CH:52][C:48](C(O)=O)=[CH:47][CH:46]=1.C(P(=O)(OCC)OCC)#N. Product: [CH:36]([C:33]1[CH:32]=[CH:31][C:30]([O:29][C@@H:19]([CH2:18][C:15]2[CH:16]=[CH:17][C:12]([O:11][CH2:10][CH2:9][NH:8][C:6](=[O:7])[C:48]3[CH:47]=[CH:46][C:45]([C:40]4[CH:41]=[CH:42][CH:43]=[CH:44][N:39]=4)=[CH:53][CH:52]=3)=[CH:13][CH:14]=2)[C:20]([O:22][CH2:23][CH2:24][Si:25]([CH3:28])([CH3:27])[CH3:26])=[O:21])=[CH:35][CH:34]=1)([CH3:37])[CH3:38]. The catalyst class is: 66. (2) Reactant: [CH3:1][NH:2][CH2:3][C:4]#[N:5].C(N(CC)CC)C.ClC(O[C:18](=[O:24])OC(Cl)(Cl)Cl)(Cl)Cl.[CH2:25]([C:27]1[CH:32]=[C:31]([C:33]2[CH2:34][CH2:35][NH:36][CH2:37][CH:38]=2)[CH:30]=[CH:29][C:28]=1[N:39]([CH3:50])[C:40]1[N:45]=[CH:44][C:43]2[N:46]=[CH:47][N:48]([CH3:49])[C:42]=2[CH:41]=1)[CH3:26]. Product: [C:4]([CH2:3][N:2]([CH3:1])[C:18]([N:36]1[CH2:35][CH2:34][C:33]([C:31]2[CH:30]=[CH:29][C:28]([N:39]([CH3:50])[C:40]3[N:45]=[CH:44][C:43]4[N:46]=[CH:47][N:48]([CH3:49])[C:42]=4[CH:41]=3)=[C:27]([CH2:25][CH3:26])[CH:32]=2)=[CH:38][CH2:37]1)=[O:24])#[N:5]. The catalyst class is: 34. (3) Reactant: [C:1]1([S:7](Cl)(=[O:9])=[O:8])[CH:6]=[CH:5][CH:4]=[CH:3][CH:2]=1.C(N(CC)CC)C.[NH:18]1[CH2:23][CH2:22][NH:21][CH2:20][CH2:19]1. Product: [C:1]1([S:7]([N:18]2[CH2:23][CH2:22][NH:21][CH2:20][CH2:19]2)(=[O:9])=[O:8])[CH:6]=[CH:5][CH:4]=[CH:3][CH:2]=1. The catalyst class is: 1. (4) Reactant: [CH2:1]([N:6]1[C:14]2[N:13]=[CH:12][NH:11][C:10]=2[C:9](=[O:15])[N:8]2[C:16]([CH2:19][CH2:20][CH2:21][C:22]3[O:26][N:25]=[C:24]([C:27]4[CH:32]=[CH:31][CH:30]=[CH:29][CH:28]=4)[N:23]=3)=[N:17][N:18]=[C:7]12)[CH2:2][CH2:3][CH2:4][CH3:5].[Br:33]N1C(=O)CCC1=O. Product: [Br:33][C:12]1[NH:11][C:10]2[C:9](=[O:15])[N:8]3[C:16]([CH2:19][CH2:20][CH2:21][C:22]4[O:26][N:25]=[C:24]([C:27]5[CH:32]=[CH:31][CH:30]=[CH:29][CH:28]=5)[N:23]=4)=[N:17][N:18]=[C:7]3[N:6]([CH2:1][CH2:2][CH2:3][CH2:4][CH3:5])[C:14]=2[N:13]=1. The catalyst class is: 1. (5) Reactant: [Cl:1][C:2]1[N:11]=[C:10](Cl)[C:9]2[C:4](=[CH:5][CH:6]=[C:7]([N+:13]([O-:15])=[O:14])[CH:8]=2)[N:3]=1.[CH3:16][O:17][C:18]1[CH:23]=[CH:22][C:21]([NH:24][CH3:25])=[CH:20][CH:19]=1.CC([O-])=O.[Na+]. Product: [Cl:1][C:2]1[N:11]=[C:10]([N:24]([C:21]2[CH:22]=[CH:23][C:18]([O:17][CH3:16])=[CH:19][CH:20]=2)[CH3:25])[C:9]2[C:4](=[CH:5][CH:6]=[C:7]([N+:13]([O-:15])=[O:14])[CH:8]=2)[N:3]=1. The catalyst class is: 20. (6) Reactant: [Br:1][C:2]1[CH:3]=[C:4]([CH:7]=[C:8]([O:21][CH:22]([CH3:24])[CH3:23])[C:9]=1[O:10][CH2:11][C:12]1[CH:17]=[CH:16][C:15]([N+:18]([O-:20])=[O:19])=[CH:14][CH:13]=1)[CH:5]=O.[CH3:25]/[C:26](/[NH2:30])=[CH:27]\[C:28]#[N:29].[CH2:31]([CH:34]1[CH2:39][C:38](=[O:40])[CH2:37][C:36](=O)[CH2:35]1)[CH2:32][CH3:33]. Product: [Br:1][C:2]1[CH:3]=[C:4]([CH:5]2[C:37]3[C:38](=[O:40])[CH2:39][CH:34]([CH2:31][CH2:32][CH3:33])[CH2:35][C:36]=3[NH:30][C:26]([CH3:25])=[C:27]2[C:28]#[N:29])[CH:7]=[C:8]([O:21][CH:22]([CH3:24])[CH3:23])[C:9]=1[O:10][CH2:11][C:12]1[CH:17]=[CH:16][C:15]([N+:18]([O-:20])=[O:19])=[CH:14][CH:13]=1. The catalyst class is: 8. (7) Reactant: C([C@@:8]([NH2:22])([CH2:19][O:20][CH3:21])[C:9]([NH:11][CH2:12][C:13]1[CH:18]=[CH:17][CH:16]=[CH:15][CH:14]=1)=[O:10])(OC(C)(C)C)=O.Cl.[OH-].[Na+].[C:26](OC(=O)C)(=[O:28])[CH3:27]. Product: [CH3:27][C:26]([NH:22][C@@H:8]([C:9]([NH:11][CH2:12][C:13]1[CH:14]=[CH:15][CH:16]=[CH:17][CH:18]=1)=[O:10])[CH2:19][O:20][CH3:21])=[O:28]. The catalyst class is: 229. (8) Reactant: C1C(=O)N([Br:8])C(=O)C1.[CH3:9][O:10][C:11]1[CH:12]=[C:13]([P:19](=[O:32])([C:26]2[CH:31]=[CH:30][CH:29]=[CH:28][CH:27]=2)[C:20]2[CH:25]=[CH:24][CH:23]=[CH:22][CH:21]=2)[CH:14]=[C:15]([O:17][CH3:18])[CH:16]=1.C([O-])([O-])=O.[Na+].[Na+].C(Cl)Cl.CCCCCC. Product: [Br:8][C:14]1[C:15]([O:17][CH3:18])=[CH:16][C:11]([O:10][CH3:9])=[CH:12][C:13]=1[P:19](=[O:32])([C:26]1[CH:31]=[CH:30][CH:29]=[CH:28][CH:27]=1)[C:20]1[CH:25]=[CH:24][CH:23]=[CH:22][CH:21]=1. The catalyst class is: 2.